From a dataset of Full USPTO retrosynthesis dataset with 1.9M reactions from patents (1976-2016). Predict the reactants needed to synthesize the given product. (1) The reactants are: [C:1]1([C:7]2SC(C)=[N:9][C:8]=2[C:13](O)=O)C=CC=CC=1.CC[N:18]([CH:22]([CH3:24])[CH3:23])[CH:19]([CH3:21])C.C[N:26]([C:28](ON1N=NC2C=CC=CC1=2)=[N+:29]([CH3:31])[CH3:30])[CH3:27].[B-](F)(F)(F)F.[CH3:47]N(C=O)C. Given the product [CH3:13][C:8]1[N:9]=[CH:31][N:29]2[CH:30]=[C:27]([CH2:24][C@@H:22]3[CH2:23][CH2:47][CH2:21][CH2:19][NH:18]3)[N:26]=[C:28]2[C:7]=1[CH3:1], predict the reactants needed to synthesize it. (2) Given the product [CH2:11]([O:10][C:4]1[CH:3]=[C:2]([C:21]([C:23]2[CH:31]=[C:30]3[C:26]([CH:27]=[CH:28][NH:29]3)=[CH:25][CH:24]=2)=[O:22])[CH:7]=[CH:6][C:5]=1[O:8][CH3:9])[CH3:12], predict the reactants needed to synthesize it. The reactants are: Br[C:2]1[CH:7]=[CH:6][C:5]([O:8][CH3:9])=[C:4]([O:10][CH2:11][CH3:12])[CH:3]=1.C([Li])CCC.CON(C)[C:21]([C:23]1[CH:31]=[C:30]2[C:26]([CH:27]=[CH:28][NH:29]2)=[CH:25][CH:24]=1)=[O:22].C(O)(C)C. (3) Given the product [CH2:14]([N:12]1[CH2:13][C@H:9]([N:8]2[CH2:2][CH2:3][CH2:4][CH2:5][C:6]2=[O:7])[C@@H:10]([NH:21][C:22](=[O:28])[O:23][C:24]([CH3:27])([CH3:26])[CH3:25])[CH2:11]1)[C:15]1[CH:20]=[CH:19][CH:18]=[CH:17][CH:16]=1, predict the reactants needed to synthesize it. The reactants are: Br[CH2:2][CH2:3][CH2:4][CH2:5][C:6]([NH:8][C@H:9]1[CH2:13][N:12]([CH2:14][C:15]2[CH:20]=[CH:19][CH:18]=[CH:17][CH:16]=2)[CH2:11][C@@H:10]1[NH:21][C:22](=[O:28])[O:23][C:24]([CH3:27])([CH3:26])[CH3:25])=[O:7].[H-].[Na+]. (4) Given the product [C:14]1([N:9]2[CH:10]=[CH:11][C:12](=[O:13])[C:7]([C:5]3[N:27]([C:24]4[CH:25]=[CH:26][C:21]([CH3:29])=[CH:22][CH:23]=4)[N:2]=[CH:3][CH:4]=3)=[N:8]2)[CH:19]=[CH:18][CH:17]=[CH:16][CH:15]=1, predict the reactants needed to synthesize it. The reactants are: C[N:2](C)/[CH:3]=[CH:4]/[C:5]([C:7]1[C:12](=[O:13])[CH:11]=[CH:10][N:9]([C:14]2[CH:19]=[CH:18][CH:17]=[CH:16][CH:15]=2)[N:8]=1)=O.[C:21]1([CH3:29])[CH:26]=[CH:25][C:24]([NH:27]N)=[CH:23][CH:22]=1.Cl.